Dataset: Full USPTO retrosynthesis dataset with 1.9M reactions from patents (1976-2016). Task: Predict the reactants needed to synthesize the given product. (1) Given the product [CH:1]([C:3]1[CH:4]=[C:5]([CH:8]=[CH:9][C:10]=1[N:11]1[C:15]2=[N:16][CH:17]=[CH:18][C:19]([N:20]3[CH:24]=[C:23]([C:25]4[CH:26]=[N:27][N:28]([CH3:30])[CH:29]=4)[N:22]=[CH:21]3)=[C:14]2[C:13]([CH:31]([CH3:33])[CH3:32])=[N:12]1)[C:6]([NH2:7])=[O:35])=[O:2], predict the reactants needed to synthesize it. The reactants are: [CH:1]([C:3]1[CH:4]=[C:5]([CH:8]=[CH:9][C:10]=1[N:11]1[C:15]2=[N:16][CH:17]=[CH:18][C:19]([N:20]3[CH:24]=[C:23]([C:25]4[CH:26]=[N:27][N:28]([CH3:30])[CH:29]=4)[N:22]=[CH:21]3)=[C:14]2[C:13]([CH:31]([CH3:33])[CH3:32])=[N:12]1)[C:6]#[N:7])=[O:2].C(C1C=C(C=CC=1N1C2=NC=CC(I)=C2C(C(C)C)=N1)C#N)=[O:35].Cl.CN1C=C(C2N=CNC=2)C=N1. (2) Given the product [CH2:60]([N:64]([CH2:65][CH2:66][CH2:67][CH3:68])[C:27]1[CH:28]=[CH:29][C:24]([C:8]2[N:7]([CH2:6][CH2:5][O:50][C:51]3[CH:52]=[CH:53][CH:54]=[CH:55][CH:56]=3)[C:11]3[CH:12]=[CH:13][C:14]([C:16]([NH:18][CH2:19][CH2:20][C:21]([OH:23])=[O:22])=[O:17])=[CH:15][C:10]=3[N:9]=2)=[CH:25][CH:26]=1)[CH2:61][CH2:62][CH3:63], predict the reactants needed to synthesize it. The reactants are: FC(F)(F)C1C=[C:5](C=C(C(F)(F)F)C=1)[CH2:6][N:7]1[C:11]2[CH:12]=[CH:13][C:14]([C:16]([NH:18][CH2:19][CH2:20][C:21]([OH:23])=[O:22])=[O:17])=[CH:15][C:10]=2[N:9]=[C:8]1[C:24]1[CH:29]=[CH:28][CH:27]=[C:26](OC2C=CC=C(C(F)(F)F)C=2)[CH:25]=1.[O:50](CCN)[C:51]1[CH:56]=[CH:55][CH:54]=[CH:53][CH:52]=1.[CH2:60]([N:64](CCCC)[C:65]1C=C[C:68](C=O)=[CH:67][CH:66]=1)[CH2:61][CH2:62][CH3:63]. (3) Given the product [O:14]=[C:2]1[C:3]2([CH2:13][CH2:12][CH2:11][CH2:10]2)[C:4]2[C:9](=[CH:8][CH:7]=[CH:6][CH:5]=2)[N:1]1[C:44]([NH:43][CH2:42][CH:39]1[CH2:40][CH2:41][N:36]([CH2:35][C:29]2([C:27]([O:26][C:22]([CH3:25])([CH3:24])[CH3:23])=[O:28])[CH2:34][CH2:33][O:32][CH2:31][CH2:30]2)[CH2:37][CH2:38]1)=[O:45], predict the reactants needed to synthesize it. The reactants are: [NH:1]1[C:9]2[C:4](=[CH:5][CH:6]=[CH:7][CH:8]=2)[C:3]2([CH2:13][CH2:12][CH2:11][CH2:10]2)[C:2]1=[O:14].C(N(CC)CC)C.[C:22]([O:26][C:27]([C:29]1([CH2:35][N:36]2[CH2:41][CH2:40][CH:39]([CH2:42][NH2:43])[CH2:38][CH2:37]2)[CH2:34][CH2:33][O:32][CH2:31][CH2:30]1)=[O:28])([CH3:25])([CH3:24])[CH3:23].[C:44]([O-])(O)=[O:45].[Na+].